Task: Predict which catalyst facilitates the given reaction.. Dataset: Catalyst prediction with 721,799 reactions and 888 catalyst types from USPTO (1) Product: [CH3:13][C:4]1[C:3]([O:2][CH2:15][CH2:16][N:17]2[CH2:21][CH2:20][NH:19][C:18]2=[O:22])=[C:10]([CH3:11])[CH:9]=[C:8]([CH3:12])[C:5]=1[CH:6]=[O:7]. Reactant: [Na].[OH:2][C:3]1[C:4]([CH3:13])=[C:5]([C:8]([CH3:12])=[CH:9][C:10]=1[CH3:11])[CH:6]=[O:7].Cl[CH2:15][CH2:16][N:17]1[CH2:21][CH2:20][NH:19][C:18]1=[O:22]. The catalyst class is: 442. (2) Reactant: [CH3:1][O:2][C:3]([C:5]1[CH:6]=[CH:7][C:8]2[C:12]([CH:13]=1)=[N:11][N:10]([N+]([O-])=O)[CH:9]=2)=[O:4].[CH3:17][N:18]1[CH2:23][CH2:22][NH:21][CH2:20][CH2:19]1. Product: [CH3:1][O:2][C:3]([C:5]1[CH:13]=[C:12]2[C:8]([C:9]([N:21]3[CH2:22][CH2:23][N:18]([CH3:17])[CH2:19][CH2:20]3)=[N:10][NH:11]2)=[CH:7][CH:6]=1)=[O:4]. The catalyst class is: 1. (3) Reactant: [C:1]([O:5][C:6]([NH:8][C@H:9]([CH2:13][OH:14])[C:10](O)=[O:11])=[O:7])([CH3:4])([CH3:3])[CH3:2].C[N:16](C(ON1N=NC2C=CC=NC1=2)=[N+](C)C)C.F[P-](F)(F)(F)(F)F.N. Product: [NH2:16][C:10](=[O:11])[C@H:9]([NH:8][C:6](=[O:7])[O:5][C:1]([CH3:4])([CH3:3])[CH3:2])[CH2:13][OH:14]. The catalyst class is: 3. (4) Reactant: [CH:1](=O)[C:2]1[CH:7]=[CH:6][CH:5]=[CH:4][CH:3]=1.[C:9]([OH:14])(=[O:13])[C:10]([CH3:12])=[O:11].[OH-].[K+]. Product: [O:11]=[C:10](/[CH:12]=[CH:1]/[C:2]1[CH:7]=[CH:6][CH:5]=[CH:4][CH:3]=1)[C:9]([OH:14])=[O:13]. The catalyst class is: 5.